This data is from Forward reaction prediction with 1.9M reactions from USPTO patents (1976-2016). The task is: Predict the product of the given reaction. The product is: [CH3:15][C:12]([CH3:13])([CH3:14])[C:11]([C:10]1[C:4]2[C:5](=[N:6][CH:7]=[C:2]([NH:34][S:31]([C:25]3[CH:30]=[CH:29][CH:28]=[CH:27][CH:26]=3)(=[O:33])=[O:32])[N:3]=2)[NH:8][CH:9]=1)=[O:16]. Given the reactants Br[C:2]1[N:3]=[C:4]2[C:10]([C:11](=[O:16])[C:12]([CH3:15])([CH3:14])[CH3:13])=[CH:9][N:8](COCC[Si](C)(C)C)[C:5]2=[N:6][CH:7]=1.[C:25]1([S:31]([NH2:34])(=[O:33])=[O:32])[CH:30]=[CH:29][CH:28]=[CH:27][CH:26]=1.CN(C)CC(O)=O.[O-]P([O-])([O-])=O.[K+].[K+].[K+], predict the reaction product.